From a dataset of Reaction yield outcomes from USPTO patents with 853,638 reactions. Predict the reaction yield, written as a fraction of the theoretical maximum amount of product (1.0 means a 100% yield; for example, 0.34 means a 34% yield). (1) The reactants are Cl[CH2:2][CH2:3][C:4]([NH:6][C:7]1[CH:12]=[CH:11][CH:10]=[C:9]([F:13])[CH:8]=1)=[O:5].[Al+3].[Cl-].[Cl-].[Cl-].Cl. No catalyst specified. The product is [F:13][C:9]1[CH:8]=[C:7]2[C:12]([CH2:2][CH2:3][C:4](=[O:5])[NH:6]2)=[CH:11][CH:10]=1. The yield is 0.620. (2) The reactants are [CH:1]1[C:2]([C:10]([O:12][CH3:13])=[O:11])=[CH:3][N:4]2[C:9]=1[CH2:8][CH2:7][CH2:6][CH2:5]2.I[CH2:15][C:16]#[N:17].OO. The product is [C:16]([CH2:15][C:3]1[N:4]2[C:9]([CH2:8][CH2:7][CH2:6][CH2:5]2)=[CH:1][C:2]=1[C:10]([O:12][CH3:13])=[O:11])#[N:17]. The catalyst is O.O.O.O.O.O.O.S([O-])([O-])(=O)=O.[Fe+2].CS(C)=O. The yield is 0.780. (3) The reactants are CN(C=O)C.C(Cl)(=O)C(Cl)=O.[F:12][CH:13]([F:25])[CH:14]([C:16]1[N:17]([CH3:24])[CH:18]=[CH:19][C:20](=[O:23])[C:21]=1[OH:22])O. The catalyst is C(#N)C. The product is [F:25][CH:13]([F:12])[CH2:14][C:16]1[N:17]([CH3:24])[CH:18]=[CH:19][C:20](=[O:23])[C:21]=1[OH:22]. The yield is 0.240. (4) The reactants are Br[C:2]1[N:22](S(C2C=CC=CC=2)(=O)=O)[C:5]2=[N:6][CH:7]=[C:8]([CH2:10][CH2:11][C:12]3[CH:17]=[C:16]([O:18][CH3:19])[CH:15]=[C:14]([O:20][CH3:21])[CH:13]=3)[N:9]=[C:4]2[CH:3]=1.[CH3:32][N:33]1[CH2:38][CH2:37][N:36]([C:39]2[CH:44]=[CH:43][C:42](B3OC(C)(C)C(C)(C)O3)=[CH:41][CH:40]=2)[CH2:35][CH2:34]1.ClCCl.P([O-])([O-])([O-])=O.[K+].[K+].[K+].C(=O)([O-])[O-].[K+].[K+]. The catalyst is O.C1C=CC(P(C2C=CC=CC=2)[C-]2C=CC=C2)=CC=1.C1C=CC(P(C2C=CC=CC=2)[C-]2C=CC=C2)=CC=1.Cl[Pd]Cl.[Fe+2].O1CCOCC1. The product is [CH3:19][O:18][C:16]1[CH:17]=[C:12]([CH2:11][CH2:10][C:8]2[N:9]=[C:4]3[CH:3]=[C:2]([C:42]4[CH:41]=[CH:40][C:39]([N:36]5[CH2:37][CH2:38][N:33]([CH3:32])[CH2:34][CH2:35]5)=[CH:44][CH:43]=4)[NH:22][C:5]3=[N:6][CH:7]=2)[CH:13]=[C:14]([O:20][CH3:21])[CH:15]=1. The yield is 0.440. (5) The reactants are [NH2:1][CH:2]([C:5]1[CH:10]=[CH:9][C:8]([F:11])=[CH:7][CH:6]=1)[CH2:3][OH:4].[C:12](O[C:12]([O:14][C:15]([CH3:18])([CH3:17])[CH3:16])=[O:13])([O:14][C:15]([CH3:18])([CH3:17])[CH3:16])=[O:13]. The catalyst is C1COCC1. The product is [C:15]([O:14][C:12](=[O:13])[NH:1][CH:2]([C:5]1[CH:10]=[CH:9][C:8]([F:11])=[CH:7][CH:6]=1)[CH2:3][OH:4])([CH3:18])([CH3:17])[CH3:16]. The yield is 0.980. (6) The yield is 0.980. The catalyst is C1COCC1. The reactants are [O:1]=[C:2]1[N:6]([C:7]2[CH:8]=[C:9]3[C:14](=[CH:15][CH:16]=2)[CH2:13][NH:12][CH2:11][CH2:10]3)[CH2:5][C@H:4]([CH2:17][NH:18][C:19](=[O:25])[O:20][C:21]([CH3:24])([CH3:23])[CH3:22])[O:3]1.N1([CH:35]=[O:36])C2C=CC=CC=2N=N1. The product is [O:1]=[C:2]1[N:6]([C:7]2[CH:8]=[C:9]3[C:14](=[CH:15][CH:16]=2)[CH2:13][N:12]([CH:35]=[O:36])[CH2:11][CH2:10]3)[CH2:5][C@H:4]([CH2:17][NH:18][C:19](=[O:25])[O:20][C:21]([CH3:22])([CH3:24])[CH3:23])[O:3]1.